Dataset: Catalyst prediction with 721,799 reactions and 888 catalyst types from USPTO. Task: Predict which catalyst facilitates the given reaction. (1) Reactant: [CH3:1][O:2][C:3]1[C:8]([O:9][CH3:10])=[CH:7][C:6]([N:11]2[CH2:16][CH2:15][NH:14][CH2:13][CH2:12]2)=[C:5]([CH:17]2[CH2:22][C:21]([CH3:24])([CH3:23])[CH2:20][C:19]([CH3:26])([CH3:25])[CH2:18]2)[CH:4]=1.[CH:27](=O)[CH:28]([CH3:30])[CH3:29].C(O[BH-](OC(=O)C)OC(=O)C)(=O)C.[Na+].C(O)(=O)C.C(=O)([O-])O.[Na+]. Product: [CH3:1][O:2][C:3]1[C:8]([O:9][CH3:10])=[CH:7][C:6]([N:11]2[CH2:12][CH2:13][N:14]([CH2:27][CH:28]([CH3:30])[CH3:29])[CH2:15][CH2:16]2)=[C:5]([CH:17]2[CH2:22][C:21]([CH3:24])([CH3:23])[CH2:20][C:19]([CH3:26])([CH3:25])[CH2:18]2)[CH:4]=1. The catalyst class is: 54. (2) Reactant: [C:1]([O:5][C:6]([N:8]1[C:12]([CH2:26][CH2:27][C:28]2[CH:33]=[CH:32][C:31]([O:34][CH2:35][C:36]3[CH:41]=[CH:40][CH:39]=[CH:38][CH:37]=3)=[CH:30][CH:29]=2)([CH2:13][O:14]C(=O)C2C=CC=CC=2[N+]([O-])=O)[CH2:11][O:10][C:9]1([CH3:43])[CH3:42])=[O:7])([CH3:4])([CH3:3])[CH3:2].C([O-])([O-])=O.[K+].[K+]. Product: [C:1]([O:5][C:6]([N:8]1[C:12]([CH2:26][CH2:27][C:28]2[CH:29]=[CH:30][C:31]([O:34][CH2:35][C:36]3[CH:41]=[CH:40][CH:39]=[CH:38][CH:37]=3)=[CH:32][CH:33]=2)([CH2:13][OH:14])[CH2:11][O:10][C:9]1([CH3:43])[CH3:42])=[O:7])([CH3:4])([CH3:2])[CH3:3]. The catalyst class is: 92. (3) Reactant: [Br:1][C:2]1[CH:3]=[N:4][N:5]2[CH:10]=[CH:9][C:8]([NH:11][C:12]3[CH:17]=[CH:16][CH:15]=[CH:14][CH:13]=3)=[N:7][C:6]=12.[C:18]([O:22][C:23](O[C:23]([O:22][C:18]([CH3:21])([CH3:20])[CH3:19])=[O:24])=[O:24])([CH3:21])([CH3:20])[CH3:19].[CH2:33]1[CH2:37]OC[CH2:34]1. Product: [C:18]([O:22][C:23](=[O:24])[N:11]([C:8]1[CH:9]=[CH:10][N:5]2[N:4]=[CH:3][C:2]([Br:1])=[C:6]2[N:7]=1)[C:12]1[CH:17]=[CH:16][C:15]([CH:33]([CH3:37])[CH3:34])=[CH:14][CH:13]=1)([CH3:21])([CH3:20])[CH3:19]. The catalyst class is: 142.